Dataset: Full USPTO retrosynthesis dataset with 1.9M reactions from patents (1976-2016). Task: Predict the reactants needed to synthesize the given product. (1) The reactants are: [NH2:1][C@@H:2]1[CH2:7][CH2:6][CH2:5][N:4]([C:8]([O:10][C:11]([CH3:14])([CH3:13])[CH3:12])=[O:9])[CH2:3]1.[Br:15][C:16]1[CH:17]=[N:18][C:19](Cl)=[N:20][CH:21]=1.CCN(C(C)C)C(C)C.CC(=O)OCC.CCCCCCC. Given the product [C:11]([O:10][C:8]([N:4]1[CH2:5][CH2:6][CH2:7][C@@H:2]([NH:1][C:19]2[N:20]=[CH:21][C:16]([Br:15])=[CH:17][N:18]=2)[CH2:3]1)=[O:9])([CH3:14])([CH3:13])[CH3:12], predict the reactants needed to synthesize it. (2) Given the product [CH3:15][C:12]1([CH3:14])[C:11]([CH3:16])([CH3:17])[O:10][B:9]([C:25]2[CH:26]=[C:27]([C:30]3[CH:31]=[N:32][CH:33]=[CH:34][CH:35]=3)[O:28][CH:29]=2)[O:13]1, predict the reactants needed to synthesize it. The reactants are: [CH3:16][C:11]1([CH3:17])[C:12]([CH3:15])([CH3:14])[O:13][B:9]([B:9]2[O:13][C:12]([CH3:15])([CH3:14])[C:11]([CH3:17])([CH3:16])[O:10]2)[O:10]1.C([O-])(=O)C.[K+].Br[C:25]1[CH:26]=[C:27]([C:30]2[CH:31]=[N:32][CH:33]=[CH:34][CH:35]=2)[O:28][CH:29]=1. (3) Given the product [Br:13][C:10]1[CH:9]=[N:8][C:7]([CH2:6][NH:17][CH:14]([CH3:16])[CH3:15])=[N:12][CH:11]=1, predict the reactants needed to synthesize it. The reactants are: CS(O[CH2:6][C:7]1[N:12]=[CH:11][C:10]([Br:13])=[CH:9][N:8]=1)(=O)=O.[CH:14]([NH2:17])([CH3:16])[CH3:15].C(N(CC)CC)C. (4) Given the product [C:14]([O:17][CH2:18][C@@:19]([NH:29][C:30](=[O:32])[CH3:31])([CH3:28])[CH2:20][CH2:21][C:22]1[N:23]([CH3:27])[C:24]([C:11]([O:12][C:37](=[O:36])[CH2:38][CH2:9][CH2:8][C:5]2[CH:6]=[CH:7][C:2]([CH3:1])=[CH:3][CH:4]=2)=[CH:10][CH2:9][CH2:8][C:5]2[CH:6]=[CH:7][C:2]([CH3:1])=[CH:3][CH:4]=2)=[CH:25][CH:26]=1)(=[O:16])[CH3:15], predict the reactants needed to synthesize it. The reactants are: [CH3:1][C:2]1[CH:7]=[CH:6][C:5]([CH2:8][CH2:9][CH2:10][C:11](Cl)=[O:12])=[CH:4][CH:3]=1.[C:14]([O:17][CH2:18][C@@:19]([NH:29][C:30](=[O:32])[CH3:31])([CH3:28])[CH2:20][CH2:21][C:22]1[N:23]([CH3:27])[CH:24]=[CH:25][CH:26]=1)(=[O:16])[CH3:15].C([O:36][CH2:37][CH3:38])(=O)C.O. (5) Given the product [Cl:15][C:4]1[CH:5]=[C:6]2[C:10](=[C:2]([C:20]3[CH:19]=[CH:18][C:17]([F:16])=[CH:22][C:21]=3[F:23])[CH:3]=1)[NH:9][C:8]([C:11]([NH2:13])=[O:12])=[C:7]2[CH3:14], predict the reactants needed to synthesize it. The reactants are: Br[C:2]1[CH:3]=[C:4]([Cl:15])[CH:5]=[C:6]2[C:10]=1[NH:9][C:8]([C:11]([NH2:13])=[O:12])=[C:7]2[CH3:14].[F:16][C:17]1[CH:22]=[C:21]([F:23])[CH:20]=[CH:19][C:18]=1B(O)O.